Dataset: Forward reaction prediction with 1.9M reactions from USPTO patents (1976-2016). Task: Predict the product of the given reaction. (1) Given the reactants [CH3:1][O:2][C:3]1[CH:4]=[C:5]([C:11]2[C:15](O)([CH3:16])[O:14][C:13](=O)[C:12]=2[C:19]2[C:24]([F:25])=[CH:23][C:22]([F:26])=[CH:21][C:20]=2[F:27])[CH:6]=[C:7]([O:9][CH3:10])[CH:8]=1.O.[NH2:29][NH2:30], predict the reaction product. The product is: [CH3:1][O:2][C:3]1[CH:4]=[C:5]([CH:11]2[C:15]([CH3:16])=[N:30][NH:29][C:13](=[O:14])[CH:12]2[C:19]2[C:24]([F:25])=[CH:23][C:22]([F:26])=[CH:21][C:20]=2[F:27])[CH:6]=[C:7]([O:9][CH3:10])[CH:8]=1. (2) Given the reactants [C:1]([CH2:3][C:4]1[C:13]2[C:8](=[CH:9][C:10]([O:16][CH2:17][CH2:18][O:19][CH3:20])=[C:11]([O:14][CH3:15])[CH:12]=2)[N:7]=[CH:6][C:5]=1[C:21]#[N:22])#[N:2].[NH:23]1[CH2:27][CH2:26][CH2:25][CH2:24]1, predict the reaction product. The product is: [CH3:15][O:14][C:11]1[C:10]([O:16][CH2:17][CH2:18][O:19][CH3:20])=[CH:9][C:8]2[N:7]=[CH:6][C:5]3[C:4]([C:13]=2[CH:12]=1)=[CH:3][C:1]([N:23]1[CH2:27][CH2:26][CH2:25][CH2:24]1)=[N:2][C:21]=3[NH2:22]. (3) Given the reactants [CH:1]1([C:4]2[C:15]3[O:14][C:11]4([CH2:13][CH2:12]4)[CH2:10][C:9]([CH3:17])([CH3:16])[C:8]=3[CH:7]=[C:6]([C:18]#[CH:19])[CH:5]=2)[CH2:3][CH2:2]1.C(O[C:24]1[CH:29]=[CH:28][C:27](I)=[C:26]([CH3:31])[C:25]=1[F:32])(=O)C.C(N(CC)CC)C.[C:40]([O:43][CH2:44]C)(=[O:42])C, predict the reaction product. The product is: [CH3:44][O:43][C:40](=[O:42])[CH2:31][C:26]1[CH:27]=[CH:28][C:29]([C:19]#[C:18][C:6]2[CH:5]=[C:4]([CH:1]3[CH2:3][CH2:2]3)[C:15]3[O:14][C:11]4([CH2:13][CH2:12]4)[CH2:10][C:9]([CH3:16])([CH3:17])[C:8]=3[CH:7]=2)=[CH:24][C:25]=1[F:32].